This data is from Full USPTO retrosynthesis dataset with 1.9M reactions from patents (1976-2016). The task is: Predict the reactants needed to synthesize the given product. (1) Given the product [C:17]([O:20][C:21]([N:12]1[C:11](=[O:13])[CH2:10][CH2:9][CH:8]1[C:7]([CH3:15])([CH3:14])[O:6][SiH2:5][C:1]([CH3:4])([CH3:2])[CH3:3])=[O:22])([CH3:19])([CH3:18])[CH3:16], predict the reactants needed to synthesize it. The reactants are: [C:1]([SiH2:5][O:6][C:7]([CH3:15])([CH3:14])[CH:8]1[NH:12][C:11](=[O:13])[CH2:10][CH2:9]1)([CH3:4])([CH3:3])[CH3:2].[CH3:16][C:17]([O:20][C:21](O[C:21]([O:20][C:17]([CH3:19])([CH3:18])[CH3:16])=[O:22])=[O:22])([CH3:19])[CH3:18]. (2) Given the product [C:1]([Si:5]([CH3:32])([CH3:31])[O:6][CH:7]([C:25]1[CH:30]=[CH:29][CH:28]=[CH:27][CH:26]=1)[CH2:8][CH2:9][CH:10]([CH:39]([C:38]1[CH:50]=[CH:51][C:35]([O:34][CH3:33])=[CH:36][CH:37]=1)[NH:40][C:41]1[CH:42]=[CH:43][C:44]([N+:47]([O-:49])=[O:48])=[CH:45][CH:46]=1)[C:11]([N:13]1[CH:17]([C:18]2[CH:19]=[CH:20][CH:21]=[CH:22][CH:23]=2)[CH2:16][O:15][C:14]1=[O:24])=[O:12])([CH3:4])([CH3:3])[CH3:2], predict the reactants needed to synthesize it. The reactants are: [C:1]([Si:5]([CH3:32])([CH3:31])[O:6][CH:7]([C:25]1[CH:30]=[CH:29][CH:28]=[CH:27][CH:26]=1)[CH2:8][CH2:9][CH2:10][C:11]([N:13]1[CH:17]([C:18]2[CH:23]=[CH:22][CH:21]=[CH:20][CH:19]=2)[CH2:16][O:15][C:14]1=[O:24])=[O:12])([CH3:4])([CH3:3])[CH3:2].[CH3:33][O:34][C:35]1[CH:51]=[CH:50][C:38]([CH:39]=[N:40][C:41]2[CH:46]=[CH:45][C:44]([N+:47]([O-:49])=[O:48])=[CH:43][CH:42]=2)=[CH:37][CH:36]=1.C(N(C(C)C)CC)(C)C.C[Si](Cl)(C)C.S([O-])(O)=O.[Na+]. (3) Given the product [C:15]([CH:16]1[O:32][CH:17]1[CH:25]([OH:28])[CH2:26][CH3:27])([CH3:19])([CH3:18])[CH3:14], predict the reactants needed to synthesize it. The reactants are: B(C1CCCCC1)C1CCCCC1.[CH3:14][C:15]([CH3:19])([CH3:18])[C:16]#[CH:17].[Zn](CC)CC.[CH:25](=[O:28])[CH2:26][CH3:27].CC([O:32]C([C@H](O)[C@@H](O)C(OC(C)C)=O)=O)C. (4) The reactants are: ClC1C=CC(OCC2CCNCC2C2C=CC(Cl)=CC=2)=NC=1.Cl.C([N:31]1[CH2:36][CH2:35][C@H:34]([C@@H:37]([O:39][C:40]2[CH:45]=[CH:44][C:43]([Cl:46])=[CH:42][N:41]=2)[CH3:38])[C@@H:33]([C:47]2[CH:52]=[CH:51][C:50]([Cl:53])=[CH:49][CH:48]=2)[CH2:32]1)C1C=CC=CC=1. Given the product [Cl:46][C:43]1[CH:44]=[CH:45][C:40]([O:39][C@H:37]([C@H:34]2[CH2:35][CH2:36][NH:31][CH2:32][C@@H:33]2[C:47]2[CH:48]=[CH:49][C:50]([Cl:53])=[CH:51][CH:52]=2)[CH3:38])=[N:41][CH:42]=1, predict the reactants needed to synthesize it. (5) Given the product [N:14]1([C:19]2[N:24]=[CH:23][N:22]=[C:21]([NH:25][C:26]3[O:13][C@:5]4([CH2:4][N:3]=3)[CH:10]3[CH2:9][CH2:8][N:7]([CH2:12][CH2:11]3)[CH2:6]4)[CH:20]=2)[CH:18]=[CH:17][N:16]=[CH:15]1, predict the reactants needed to synthesize it. The reactants are: Cl.Cl.[NH2:3][CH2:4][C@@:5]1([OH:13])[CH:10]2[CH2:11][CH2:12][N:7]([CH2:8][CH2:9]2)[CH2:6]1.[N:14]1([C:19]2[N:24]=[CH:23][N:22]=[C:21]([N:25]=[C:26](SC)SC)[CH:20]=2)[CH:18]=[CH:17][N:16]=[CH:15]1.C(=O)([O-])[O-].[Cs+].[Cs+]. (6) Given the product [ClH:21].[CH:18]1([C:10]2[C:11]3[C:16](=[CH:15][C:14]([OH:17])=[CH:13][CH:12]=3)[NH:8][N:9]=2)[CH2:20][CH2:19]1, predict the reactants needed to synthesize it. The reactants are: C([N:8]1[C:16]2[C:11](=[CH:12][CH:13]=[C:14]([OH:17])[CH:15]=2)[C:10]([CH:18]2[CH2:20][CH2:19]2)=[N:9]1)C1C=CC=CC=1.[ClH:21]. (7) Given the product [CH3:22][C:19]1([CH2:18][C:17]2[N:25]=[N:26][C:2]3[CH:1]4[CH2:7][CH:4]([C:3]=3[CH:16]=2)[CH2:5][CH2:6]4)[CH2:21][CH2:20]1, predict the reactants needed to synthesize it. The reactants are: [C@@H:1]12[CH2:7][C@@H:4]([CH2:5][CH2:6]1)[C:3](=O)[C:2]2=O.COP([CH2:16][C:17](=O)[CH2:18][C:19]1([CH3:22])[CH2:21][CH2:20]1)(=O)OC.O.[NH2:25][NH2:26]. (8) Given the product [NH2:33][CH2:34][C:35]1[CH:40]=[C:39]([C:5]2[N:4]=[C:3]([C:9]([NH:11][C:12]3[CH:17]=[CH:16][CH:15]=[CH:14][C:13]=3[CH2:18][C:19]([OH:21])=[O:20])=[O:10])[C:2]([Cl:1])=[CH:7][CH:6]=2)[CH:38]=[CH:37][CH:36]=1, predict the reactants needed to synthesize it. The reactants are: [Cl:1][C:2]1[C:3]([C:9]([NH:11][C:12]2[CH:17]=[CH:16][CH:15]=[CH:14][C:13]=2[CH2:18][C:19]([O:21]C(C)(C)C)=[O:20])=[O:10])=[N:4][C:5](Cl)=[CH:6][CH:7]=1.C(OC([NH:33][CH2:34][C:35]1[CH:36]=[C:37](B(O)O)[CH:38]=[CH:39][CH:40]=1)=O)(C)(C)C.C(OC(NCC1C=C(C2N=C(C(NC3C=CC=CC=3CC(OC(C)(C)C)=O)=O)C=C(Cl)C=2)C=CC=1)=O)(C)(C)C.